From a dataset of Reaction yield outcomes from USPTO patents with 853,638 reactions. Predict the reaction yield, written as a fraction of the theoretical maximum amount of product (1.0 means a 100% yield; for example, 0.34 means a 34% yield). (1) The reactants are [Br:1][C:2]1[CH:7]=[CH:6][C:5]([O:8][CH3:9])=[CH:4][C:3]=1[CH3:10].[Br:11]N1C(=O)CCC1=O. The catalyst is ClCCl.C(OOC(=O)C1C=CC=CC=1)(=O)C1C=CC=CC=1. The product is [Br:1][C:2]1[CH:7]=[CH:6][C:5]([O:8][CH3:9])=[CH:4][C:3]=1[CH2:10][Br:11]. The yield is 0.720. (2) The reactants are [CH:1]([N:4]1[C:8]([C:9]2[N:10]=[C:11]3[C:17]4[CH:18]=[CH:19][C:20](B5OC(C)(C)C(C)(C)O5)=[CH:21][C:16]=4[O:15][CH2:14][CH2:13][N:12]3[CH:31]=2)=[N:7][CH:6]=[N:5]1)([CH3:3])[CH3:2].Br[C:33]1[N:34]=[C:35]([CH2:39][C:40]([CH3:43])([OH:42])[CH3:41])[N:36]([CH3:38])[CH:37]=1.[F-].[Cs+].O. The catalyst is CN(C=O)C.[Cu]I.C1C=CC([P]([Pd]([P](C2C=CC=CC=2)(C2C=CC=CC=2)C2C=CC=CC=2)([P](C2C=CC=CC=2)(C2C=CC=CC=2)C2C=CC=CC=2)[P](C2C=CC=CC=2)(C2C=CC=CC=2)C2C=CC=CC=2)(C2C=CC=CC=2)C2C=CC=CC=2)=CC=1. The product is [CH:1]([N:4]1[C:8]([C:9]2[N:10]=[C:11]3[C:17]4[CH:18]=[CH:19][C:20]([C:33]5[N:34]=[C:35]([CH2:39][C:40]([CH3:43])([OH:42])[CH3:41])[N:36]([CH3:38])[CH:37]=5)=[CH:21][C:16]=4[O:15][CH2:14][CH2:13][N:12]3[CH:31]=2)=[N:7][CH:6]=[N:5]1)([CH3:3])[CH3:2]. The yield is 0.160. (3) The catalyst is O1CCOCC1.[OH-].[Na+].C(OCC)(=O)C. The reactants are [CH3:1][C:2]([CH3:19])([CH2:8][C:9]1[CH:18]=[CH:17][C:16]2[C:11](=[CH:12][CH:13]=[CH:14][CH:15]=2)[CH:10]=1)[C:3]([O:5]CC)=[O:4].Cl. The yield is 0.400. The product is [CH3:1][C:2]([CH3:19])([CH2:8][C:9]1[CH:18]=[CH:17][C:16]2[C:11](=[CH:12][CH:13]=[CH:14][CH:15]=2)[CH:10]=1)[C:3]([OH:5])=[O:4]. (4) The reactants are C(N(CC)CC)C.[F:8][C:9]1[CH:29]=[C:28]([F:30])[CH:27]=[CH:26][C:10]=1[O:11][C:12]1[CH:17]=[CH:16][C:15]([C:18](OC)=[C:19]([C:22]#[N:23])[C:20]#[N:21])=[CH:14][CH:13]=1.Cl.[CH2:32]([O:39][C:40]([N:42]1[CH2:47][CH2:46][CH2:45][CH:44]([NH:48][NH2:49])[CH2:43]1)=[O:41])[C:33]1[CH:38]=[CH:37][CH:36]=[CH:35][CH:34]=1. The catalyst is C(O)C. The product is [NH2:23][C:22]1[N:48]([CH:44]2[CH2:45][CH2:46][CH2:47][N:42]([C:40]([O:39][CH2:32][C:33]3[CH:38]=[CH:37][CH:36]=[CH:35][CH:34]=3)=[O:41])[CH2:43]2)[N:49]=[C:18]([C:15]2[CH:14]=[CH:13][C:12]([O:11][C:10]3[CH:26]=[CH:27][C:28]([F:30])=[CH:29][C:9]=3[F:8])=[CH:17][CH:16]=2)[C:19]=1[C:20]#[N:21]. The yield is 0.400. (5) The reactants are [F:1][C:2]1[CH:3]=[C:4]([CH2:8][CH2:9][C:10]2[N:18]=[CH:17][CH:16]=[CH:15][C:11]=2[C:12]([OH:14])=O)[CH:5]=[CH:6][CH:7]=1.[OH-].[Na+]. The catalyst is O. The product is [F:1][C:2]1[CH:7]=[CH:6][C:5]2[C:12](=[O:14])[C:11]3[C:10]([CH2:9][CH2:8][C:4]=2[CH:3]=1)=[N:18][CH:17]=[CH:16][CH:15]=3. The yield is 0.810. (6) The reactants are [C:1]([S:5][S:6][CH2:7][CH2:8][NH2:9])([CH3:4])([CH3:3])[CH3:2].[C:10]([O:14][CH3:15])(=[O:13])[CH:11]=[CH2:12].CCN(C(C)C)C(C)C.[C:25](OC([O-])=O)([O:27][C:28]([CH3:31])([CH3:30])[CH3:29])=[O:26].[Cl-].[NH4+]. The catalyst is ClC(Cl)C. The product is [C:28]([O:27][C:25]([N:9]([CH2:8][CH2:7][S:6][S:5][C:1]([CH3:4])([CH3:3])[CH3:2])[CH2:12][CH2:11][C:10]([O:14][CH3:15])=[O:13])=[O:26])([CH3:31])([CH3:30])[CH3:29]. The yield is 0.670. (7) The reactants are [Cl:1][C:2]1[CH:3]=[C:4]([NH:8][S:9]([C:12]2[CH:13]=[C:14]3[C:18](=[CH:19][CH:20]=2)[NH:17][C:16](=[O:21])[CH2:15]3)(=[O:11])=[O:10])[CH:5]=[CH:6][CH:7]=1.[CH2:22]([N:24]([CH2:39][CH3:40])[CH2:25][CH2:26][NH:27][C:28]([C:30]1[C:34]([CH3:35])=[C:33]([CH:36]=O)[NH:32][C:31]=1[CH3:38])=[O:29])[CH3:23]. No catalyst specified. The product is [CH2:39]([N:24]([CH2:22][CH3:23])[CH2:25][CH2:26][NH:27][C:28]([C:30]1[C:34]([CH3:35])=[C:33]([CH:36]=[C:15]2[C:14]3[C:18](=[CH:19][CH:20]=[C:12]([S:9](=[O:11])(=[O:10])[NH:8][C:4]4[CH:5]=[CH:6][CH:7]=[C:2]([Cl:1])[CH:3]=4)[CH:13]=3)[NH:17][C:16]2=[O:21])[NH:32][C:31]=1[CH3:38])=[O:29])[CH3:40]. The yield is 0.370.